Dataset: Full USPTO retrosynthesis dataset with 1.9M reactions from patents (1976-2016). Task: Predict the reactants needed to synthesize the given product. (1) Given the product [CH2:30]([S:31]([NH:1][C:2]1[C:3](=[O:16])[N:4]([CH2:8][C:9]([O:11][C:12]([CH3:13])([CH3:15])[CH3:14])=[O:10])[CH:5]=[CH:6][CH:7]=1)(=[O:33])=[O:32])[C:24]1[CH:29]=[CH:28][CH:27]=[CH:26][CH:25]=1, predict the reactants needed to synthesize it. The reactants are: [NH2:1][C:2]1[C:3](=[O:16])[N:4]([CH2:8][C:9]([O:11][C:12]([CH3:15])([CH3:14])[CH3:13])=[O:10])[CH:5]=[CH:6][CH:7]=1.CN1CCOCC1.[C:24]1([CH2:30][S:31](Cl)(=[O:33])=[O:32])[CH:29]=[CH:28][CH:27]=[CH:26][CH:25]=1. (2) The reactants are: [CH2:1]([O:3][C:4]([C:6]([CH3:22])([O:8][C:9]1[CH:14]=[CH:13][C:12]([CH:15]([CH3:20])[CH2:16][C:17]([OH:19])=O)=[CH:11][C:10]=1[CH3:21])[CH3:7])=[O:5])[CH3:2].[F:23][C:24]([F:39])([F:38])[C:25]1[CH:30]=[CH:29][C:28]([C:31]2[CH:36]=[CH:35][C:34]([NH2:37])=[CH:33][CH:32]=2)=[CH:27][CH:26]=1. Given the product [CH2:1]([O:3][C:4](=[O:5])[C:6]([CH3:7])([O:8][C:9]1[CH:14]=[CH:13][C:12]([CH:15]([CH3:20])[CH2:16][C:17](=[O:19])[NH:37][C:34]2[CH:35]=[CH:36][C:31]([C:28]3[CH:29]=[CH:30][C:25]([C:24]([F:23])([F:38])[F:39])=[CH:26][CH:27]=3)=[CH:32][CH:33]=2)=[CH:11][C:10]=1[CH3:21])[CH3:22])[CH3:2], predict the reactants needed to synthesize it. (3) Given the product [C:19]([O:18][C:17](=[O:23])[NH:16][CH:13]1[CH2:14][CH2:15][N:10]([C:2]2[CH:7]=[CH:6][C:5]([CH:8]=[CH2:9])=[CH:4][CH:3]=2)[CH2:11][CH2:12]1)([CH3:22])([CH3:20])[CH3:21], predict the reactants needed to synthesize it. The reactants are: Br[C:2]1[CH:7]=[CH:6][C:5]([CH:8]=[CH2:9])=[CH:4][CH:3]=1.[NH:10]1[CH2:15][CH2:14][CH:13]([NH:16][C:17](=[O:23])[O:18][C:19]([CH3:22])([CH3:21])[CH3:20])[CH2:12][CH2:11]1.C1(C)C=CC=CC=1.C1(P(C2CCCCC2)C2C=CC=CC=2C2C(C(C)C)=CC(C(C)C)=CC=2C(C)C)CCCCC1. (4) The reactants are: [F:1][C:2]1[CH:3]=[C:4]([CH2:8][CH2:9][NH:10][C:11]([C:13]2[N:14]=[N:15][C:16](Cl)=[CH:17][CH:18]=2)=[O:12])[CH:5]=[CH:6][CH:7]=1.[N:20]1([C:26]([C:28]2[CH:33]=[CH:32][CH:31]=[CH:30][C:29]=2[C:34]([F:37])([F:36])[F:35])=[O:27])[CH2:25][CH2:24][NH:23][CH2:22][CH2:21]1. Given the product [F:1][C:2]1[CH:3]=[C:4]([CH2:8][CH2:9][NH:10][C:11]([C:13]2[N:14]=[N:15][C:16]([N:23]3[CH2:24][CH2:25][N:20]([C:26](=[O:27])[C:28]4[CH:33]=[CH:32][CH:31]=[CH:30][C:29]=4[C:34]([F:37])([F:35])[F:36])[CH2:21][CH2:22]3)=[CH:17][CH:18]=2)=[O:12])[CH:5]=[CH:6][CH:7]=1, predict the reactants needed to synthesize it.